Dataset: Forward reaction prediction with 1.9M reactions from USPTO patents (1976-2016). Task: Predict the product of the given reaction. (1) Given the reactants [Cl:1][C:2]1[C:10]2[C:5](=[CH:6][CH:7]=[C:8]([CH:11]=O)[CH:9]=2)[N:4]([CH2:13][C:14]2[CH:19]=[CH:18][C:17]([Cl:20])=[CH:16][C:15]=2[C:21]([F:24])([F:23])[F:22])[N:3]=1.[OH:25][CH2:26][C@H:27]1[O:32][CH2:31][CH2:30][N:29]([C:33]2[S:34][CH2:35][C:36](=[O:38])[N:37]=2)[CH2:28]1, predict the reaction product. The product is: [Cl:1][C:2]1[C:10]2[C:5](=[CH:6][CH:7]=[C:8]([CH:11]=[C:35]3[S:34][C:33]([N:29]4[CH2:30][CH2:31][O:32][CH:27]([CH2:26][OH:25])[CH2:28]4)=[N:37][C:36]3=[O:38])[CH:9]=2)[N:4]([CH2:13][C:14]2[CH:19]=[CH:18][C:17]([Cl:20])=[CH:16][C:15]=2[C:21]([F:22])([F:23])[F:24])[N:3]=1. (2) Given the reactants [Cl:1][C:2]1[C:3]([CH3:13])=[C:4]([CH:10]=[CH:11][N:12]=1)[C:5]([O:7][CH2:8][CH3:9])=[O:6].[Br:14]N1C(=O)CCC1=O.C(OOC(=O)C1C=CC=CC=1)(=O)C1C=CC=CC=1, predict the reaction product. The product is: [Br:14][CH2:13][C:3]1[C:2]([Cl:1])=[N:12][CH:11]=[CH:10][C:4]=1[C:5]([O:7][CH2:8][CH3:9])=[O:6].